This data is from Full USPTO retrosynthesis dataset with 1.9M reactions from patents (1976-2016). The task is: Predict the reactants needed to synthesize the given product. The reactants are: [Cl:1][C:2]1[CH:3]=[C:4]([C:9]([C:11]([F:14])([F:13])[F:12])=[CH2:10])[CH:5]=[C:6]([Cl:8])[CH:7]=1.Cl[C:16](=[N:27][OH:28])[C:17]1[CH:22]=[CH:21][C:20]([N+:23]([O-:25])=[O:24])=[C:19]([CH3:26])[CH:18]=1.C(=O)([O-])[OH:30].[K+].O. Given the product [CH:17]([O:30][CH:9]([CH3:10])[CH3:11])([CH3:22])[CH3:16].[Cl:1][C:2]1[CH:3]=[C:4]([C:9]2([C:11]([F:14])([F:12])[F:13])[O:28][N:27]=[C:16]([C:17]3[CH:22]=[CH:21][C:20]([N+:23]([O-:25])=[O:24])=[C:19]([CH3:26])[CH:18]=3)[CH2:10]2)[CH:5]=[C:6]([Cl:8])[CH:7]=1, predict the reactants needed to synthesize it.